Dataset: Peptide-MHC class I binding affinity with 185,985 pairs from IEDB/IMGT. Task: Regression. Given a peptide amino acid sequence and an MHC pseudo amino acid sequence, predict their binding affinity value. This is MHC class I binding data. The peptide sequence is FKRRGGIGDM. The MHC is Mamu-A01 with pseudo-sequence Mamu-A01. The binding affinity (normalized) is 0.212.